Dataset: Forward reaction prediction with 1.9M reactions from USPTO patents (1976-2016). Task: Predict the product of the given reaction. (1) Given the reactants Cl[C:2]1[CH:7]=[N:6][CH:5]=[C:4]([C:8]2[CH:13]=[CH:12][C:11]([O:14][C:15]([F:18])([F:17])[F:16])=[CH:10][CH:9]=2)[N:3]=1.[CH:19]([C:21]1[CH:26]=[CH:25][C:24](B(O)O)=[CH:23][CH:22]=1)=[O:20], predict the reaction product. The product is: [F:16][C:15]([F:18])([F:17])[O:14][C:11]1[CH:12]=[CH:13][C:8]([C:4]2[N:3]=[C:2]([C:24]3[CH:25]=[CH:26][C:21]([CH:19]=[O:20])=[CH:22][CH:23]=3)[CH:7]=[N:6][CH:5]=2)=[CH:9][CH:10]=1. (2) The product is: [CH3:37][C:36]([Si:40]([CH3:43])([CH3:42])[O:35][C@H:10]1[C@@H:9]([NH:8][C:6]([O:5][C:2]([CH3:3])([CH3:4])[CH3:1])=[O:7])[CH2:18][C:17]2[N:16]=[CH:15][C:14]([NH:19][C:20]3[C:25]([NH:26][CH2:27][C:28]([O:30][CH2:31][CH3:32])=[O:29])=[CH:24][CH:23]=[C:22]([O:33][CH3:34])[N:21]=3)=[CH:13][C:12]=2[CH2:11]1)([CH3:39])[CH3:38]. Given the reactants [CH3:1][C:2]([O:5][C:6]([NH:8][C@H:9]1[CH2:18][C:17]2[N:16]=[CH:15][C:14]([NH:19][C:20]3[C:25]([NH:26][CH2:27][C:28]([O:30][CH2:31][CH3:32])=[O:29])=[CH:24][CH:23]=[C:22]([O:33][CH3:34])[N:21]=3)=[CH:13][C:12]=2[CH2:11][C@H:10]1[OH:35])=[O:7])([CH3:4])[CH3:3].[C:36]([Si:40]([CH3:43])([CH3:42])Cl)([CH3:39])([CH3:38])[CH3:37].N1C=CN=C1, predict the reaction product.